This data is from Full USPTO retrosynthesis dataset with 1.9M reactions from patents (1976-2016). The task is: Predict the reactants needed to synthesize the given product. (1) Given the product [CH2:17]([O:16][C:14](=[O:15])[NH:13][CH:10]1[CH2:11][CH2:12][NH:8][CH2:9]1)[C:18]1[CH:23]=[CH:22][CH:21]=[CH:20][CH:19]=1, predict the reactants needed to synthesize it. The reactants are: C(OC([N:8]1[CH2:12][CH2:11][CH:10]([NH:13][C:14]([O:16][CH2:17][C:18]2[CH:23]=[CH:22][CH:21]=[CH:20][CH:19]=2)=[O:15])[CH2:9]1)=O)(C)(C)C.C(O)(C(F)(F)F)=O. (2) Given the product [ClH:26].[NH2:7][CH2:6][C:5]1[CH:15]=[CH:16][C:17]([N:18]2[CH2:23][CH2:22][C:21]([CH3:25])([CH3:24])[CH2:20][CH2:19]2)=[C:3]([CH:4]=1)[C:1]#[N:2], predict the reactants needed to synthesize it. The reactants are: [C:1]([C:3]1[CH:4]=[C:5]([CH:15]=[CH:16][C:17]=1[N:18]1[CH2:23][CH2:22][C:21]([CH3:25])([CH3:24])[CH2:20][CH2:19]1)[CH2:6][NH:7]C(=O)OC(C)(C)C)#[N:2].[ClH:26].